Dataset: Forward reaction prediction with 1.9M reactions from USPTO patents (1976-2016). Task: Predict the product of the given reaction. (1) Given the reactants C[O:2][C:3](=O)[C:4]1[C:9]([NH:10][CH2:11][C:12]2[CH:17]=[CH:16][CH:15]=[CH:14][CH:13]=2)=[CH:8][C:7]([N:18]2[CH2:23][CH2:22][N:21]([CH3:24])[CH2:20][CH2:19]2)=[N:6][CH:5]=1.[H-].[H-].[H-].[H-].[Li+].[Al+3], predict the reaction product. The product is: [CH2:11]([NH:10][C:9]1[CH:8]=[C:7]([N:18]2[CH2:19][CH2:20][N:21]([CH3:24])[CH2:22][CH2:23]2)[N:6]=[CH:5][C:4]=1[CH2:3][OH:2])[C:12]1[CH:17]=[CH:16][CH:15]=[CH:14][CH:13]=1. (2) The product is: [CH3:26][C:24]1[N:1]=[C:2]2[S:6][C:5]3[CH:7]=[CH:8][CH:9]=[CH:10][CH2:11][C:4]=3[C:3]2=[C:12]([C:14]2[CH:19]=[CH:18][C:17]([CH3:20])=[CH:16][CH:15]=2)[C:23]=1[CH2:22][C:21]([O:28][CH3:29])=[O:27]. Given the reactants [NH2:1][C:2]1[S:6][C:5]2[CH2:7][CH2:8][CH2:9][CH2:10][CH2:11][C:4]=2[C:3]=1[C:12]([C:14]1[CH:19]=[CH:18][C:17]([CH3:20])=[CH:16][CH:15]=1)=O.[C:21]([O:28][CH3:29])(=[O:27])[CH2:22][CH2:23][C:24]([CH3:26])=O.Cl[Si](C)(C)C, predict the reaction product. (3) Given the reactants [OH:1][C:2]1[CH2:6][CH2:5][C:4](=[O:7])[CH:3]=1.[CH:8](=O)[C:9]1[CH:14]=[CH:13][CH:12]=[CH:11][CH:10]=1.[NH:16]1[C:24]2[C:19](=[CH:20][CH:21]=[CH:22][CH:23]=2)[C:18]([CH2:25][CH2:26][NH:27][C:28](=[O:30])[CH3:29])=[CH:17]1, predict the reaction product. The product is: [OH:7][C:4]1[CH2:5][CH2:6][C:2](=[O:1])[C:3]=1[CH:8]([C:9]1[CH:14]=[CH:13][CH:12]=[CH:11][CH:10]=1)[C:17]1[NH:16][C:24]2[C:19]([C:18]=1[CH2:25][CH2:26][NH:27][C:28](=[O:30])[CH3:29])=[CH:20][CH:21]=[CH:22][CH:23]=2. (4) Given the reactants Cl.[NH:2]1[CH2:5][CH:4]([OH:6])[CH2:3]1.Cl[C:8]1[N:17]=[CH:16][C:15]([C:18]([F:21])([F:20])[F:19])=[CH:14][C:9]=1[C:10]([O:12][CH3:13])=[O:11], predict the reaction product. The product is: [OH:6][CH:4]1[CH2:5][N:2]([C:8]2[N:17]=[CH:16][C:15]([C:18]([F:21])([F:19])[F:20])=[CH:14][C:9]=2[C:10]([O:12][CH3:13])=[O:11])[CH2:3]1. (5) Given the reactants Br[C:2]1[CH:7]=[CH:6][C:5]([NH:8][C:9](=[O:22])[NH:10][C:11]2[CH:21]=[CH:20][C:14]([C:15]([N:17]([CH3:19])[CH3:18])=[O:16])=[CH:13][CH:12]=2)=[CH:4][C:3]=1[F:23].[B:24]1([B:24]2[O:28][C:27]([CH3:30])([CH3:29])[C:26]([CH3:32])([CH3:31])[O:25]2)[O:28][C:27]([CH3:30])([CH3:29])[C:26]([CH3:32])([CH3:31])[O:25]1.CC([O-])=O.[K+].C(Cl)Cl, predict the reaction product. The product is: [F:23][C:3]1[CH:4]=[C:5]([NH:8][C:9](=[O:22])[NH:10][C:11]2[CH:21]=[CH:20][C:14]([C:15]([N:17]([CH3:19])[CH3:18])=[O:16])=[CH:13][CH:12]=2)[CH:6]=[CH:7][C:2]=1[B:24]1[O:28][C:27]([CH3:30])([CH3:29])[C:26]([CH3:32])([CH3:31])[O:25]1.